Dataset: Reaction yield outcomes from USPTO patents with 853,638 reactions. Task: Predict the reaction yield, written as a fraction of the theoretical maximum amount of product (1.0 means a 100% yield; for example, 0.34 means a 34% yield). (1) The reactants are [NH2:1][C:2]1[C:3]([C:7]2[N:11]([C:12]3[CH:17]=[CH:16][C:15]([F:18])=[C:14]([Br:19])[CH:13]=3)[C:10](=[O:20])[O:9][N:8]=2)=[N:4][O:5][N:6]=1.CS(O)(=O)=O.C([SiH](CC)CC)C.[CH:33]1[C:45]2[CH:44]([CH2:46][O:47][C:48](=[O:60])[NH:49][S:50]([NH:53][CH2:54][CH:55](OC)OC)(=[O:52])=[O:51])[C:43]3[C:38](=[CH:39][CH:40]=[CH:41][CH:42]=3)[C:37]=2[CH:36]=[CH:35][CH:34]=1. The catalyst is C(Cl)Cl.C([SiH](CC)CC)C.C1C2C(COC(=O)NS(NCC(OC)OC)(=O)=O)C3C(=CC=CC=3)C=2C=CC=1.CCCCCCC.C(O)(C)C. The product is [Br:19][C:14]1[CH:13]=[C:12]([N:11]2[C:10](=[O:20])[O:9][N:8]=[C:7]2[C:3]2[C:2]([NH:1][CH2:55][CH2:54][NH:53][S:50]([NH:49][C:48](=[O:60])[O:47][CH2:46][CH:44]3[C:43]4[CH:42]=[CH:41][CH:40]=[CH:39][C:38]=4[C:37]4[C:45]3=[CH:33][CH:34]=[CH:35][CH:36]=4)(=[O:51])=[O:52])=[N:6][O:5][N:4]=2)[CH:17]=[CH:16][C:15]=1[F:18]. The yield is 0.911. (2) The reactants are [I:1][C:2]1[C:10]2[C:5](=[C:6]([CH3:11])[CH:7]=[CH:8][CH:9]=2)[NH:4][N:3]=1.Br[CH2:13][CH2:14][CH3:15]. No catalyst specified. The product is [I:1][C:2]1[C:10]2[C:5](=[C:6]([CH3:11])[CH:7]=[CH:8][CH:9]=2)[N:4]([CH2:13][CH2:14][CH3:15])[N:3]=1. The yield is 0.620. (3) No catalyst specified. The yield is 0.760. The product is [N:1]1[C:10]2[C:5](=[CH:6][C:7]([CH2:11][C:12]([O:14][CH3:19])=[O:13])=[CH:8][CH:9]=2)[CH:4]=[CH:3][CH:2]=1. The reactants are [N:1]1[C:10]2[C:5](=[CH:6][C:7]([CH2:11][C:12]([OH:14])=[O:13])=[CH:8][CH:9]=2)[CH:4]=[CH:3][CH:2]=1.O=S(Cl)Cl.[CH3:19]O. (4) The reactants are [CH3:1][C:2]1([CH3:20])[C:7]2[CH:8]=[C:9]([C:12]3[NH:16][C:15]([C:17]#[N:18])=[CH:14][CH:13]=3)[CH:10]=[CH:11][C:6]=2[NH:5][C:4](=[O:19])[O:3]1.[C:21](=O)([O-])[O-].[K+].[K+].IC.O. The catalyst is CN(C)C=O. The product is [CH3:1][C:2]1([CH3:20])[C:7]2[CH:8]=[C:9]([C:12]3[N:16]([CH3:21])[C:15]([C:17]#[N:18])=[CH:14][CH:13]=3)[CH:10]=[CH:11][C:6]=2[NH:5][C:4](=[O:19])[O:3]1. The yield is 0.410. (5) The reactants are Br[C:2]1[C:6]2[C:7]([NH2:20])=[N:8][CH:9]=[C:10](/[CH:11]=[CH:12]/[CH:13]([O:17][CH2:18][CH3:19])[O:14][CH2:15][CH3:16])[C:5]=2[S:4][CH:3]=1.[O:21]([C:28]1[CH:33]=[CH:32][C:31](B(O)O)=[CH:30][CH:29]=1)[C:22]1[CH:27]=[CH:26][CH:25]=[CH:24][CH:23]=1.C(=O)([O-])[O-].[Na+].[Na+]. The catalyst is COCCOC.O.C1C=CC([P]([Pd]([P](C2C=CC=CC=2)(C2C=CC=CC=2)C2C=CC=CC=2)([P](C2C=CC=CC=2)(C2C=CC=CC=2)C2C=CC=CC=2)[P](C2C=CC=CC=2)(C2C=CC=CC=2)C2C=CC=CC=2)(C2C=CC=CC=2)C2C=CC=CC=2)=CC=1. The product is [CH2:15]([O:14][CH:13]([O:17][CH2:18][CH3:19])/[CH:12]=[CH:11]/[C:10]1[C:5]2[S:4][CH:3]=[C:2]([C:31]3[CH:32]=[CH:33][C:28]([O:21][C:22]4[CH:27]=[CH:26][CH:25]=[CH:24][CH:23]=4)=[CH:29][CH:30]=3)[C:6]=2[C:7]([NH2:20])=[N:8][CH:9]=1)[CH3:16]. The yield is 0.550. (6) The catalyst is CN(C=O)C. The product is [CH3:19][O:20][C:21](=[O:24])[CH2:22][N:8]1[C:9]2[C:5](=[CH:4][CH:3]=[C:2]([Cl:1])[CH:10]=2)[C:6]([C:11](=[O:16])[C:12]([F:13])([F:14])[F:15])=[CH:7]1. The yield is 0.800. The reactants are [Cl:1][C:2]1[CH:10]=[C:9]2[C:5]([C:6]([C:11](=[O:16])[C:12]([F:15])([F:14])[F:13])=[CH:7][NH:8]2)=[CH:4][CH:3]=1.[H-].[Na+].[CH3:19][O:20][C:21](=[O:24])[CH2:22]Br. (7) The reactants are Cl[C:2]1[N:7]=[C:6]([Cl:8])[C:5]([C:9]#[N:10])=[CH:4][N:3]=1.[NH:11]1[C:19]2[C:14](=[CH:15][CH:16]=[CH:17][CH:18]=2)[C:13]([CH2:20][CH2:21][NH2:22])=[CH:12]1.CCN(C(C)C)C(C)C. The catalyst is C1COCC1. The product is [Cl:8][C:6]1[C:5]([C:9]#[N:10])=[CH:4][N:3]=[C:2]([NH:22][CH2:21][CH2:20][C:13]2[C:14]3[C:19](=[CH:18][CH:17]=[CH:16][CH:15]=3)[NH:11][CH:12]=2)[N:7]=1. The yield is 0.380.